Dataset: Catalyst prediction with 721,799 reactions and 888 catalyst types from USPTO. Task: Predict which catalyst facilitates the given reaction. (1) Reactant: [C:1]([C:5]1[CH:17]=[CH:16][C:15]2[C:14]3[C:9](=[CH:10][C:11]([C:18]([CH3:21])([CH3:20])[CH3:19])=[CH:12][CH:13]=3)[CH2:8][C:7]=2[CH:6]=1)([CH3:4])([CH3:3])[CH3:2].C([Li:26])CCC. Product: [C:1]([C:5]1[CH:17]=[CH:16][C:15]2[C:14]3[C:9](=[CH:10][C:11]([C:18]([CH3:21])([CH3:20])[CH3:19])=[CH:12][CH:13]=3)[CH2:8][C:7]=2[C:6]=1[Li:26])([CH3:4])([CH3:3])[CH3:2]. The catalyst class is: 28. (2) Reactant: [CH3:1][C:2]1[CH:7]=[CH:6][CH:5]=[C:4]([CH3:8])[C:3]=1[C:9]1[CH:14]=[CH:13][CH:12]=[C:11]([CH:15]2[CH2:24][CH2:23][C:22]3[C:17](=[CH:18][C:19]4[O:27][CH2:26][C@@H:25]([CH2:28][C:29]([O:31]C)=[O:30])[C:20]=4[CH:21]=3)[O:16]2)[CH:10]=1.[Li+].[OH-].Cl. Product: [CH3:8][C:4]1[CH:5]=[CH:6][CH:7]=[C:2]([CH3:1])[C:3]=1[C:9]1[CH:14]=[CH:13][CH:12]=[C:11]([CH:15]2[CH2:24][CH2:23][C:22]3[C:17](=[CH:18][C:19]4[O:27][CH2:26][C@@H:25]([CH2:28][C:29]([OH:31])=[O:30])[C:20]=4[CH:21]=3)[O:16]2)[CH:10]=1. The catalyst class is: 278. (3) Reactant: [OH:1][C:2]1[CH:10]=[CH:9][CH:8]=[C:4]([C:5]([OH:7])=[O:6])[C:3]=1[NH2:11].[Br:12][C:13]1[CH:21]=[CH:20][C:16]([C:17](Cl)=O)=[CH:15][CH:14]=1.N1C=CC=CC=1.Cl.CC1C=CC(S(O)(=O)=O)=CC=1. Product: [C:5]([O-:7])(=[O:6])[CH3:4].[Br:12][C:13]1[CH:21]=[CH:20][C:16]([C:17]2[O:1][C:2]3[C:3](=[C:4]([C:5]([OH:7])=[O:6])[CH:8]=[CH:9][CH:10]=3)[N:11]=2)=[CH:15][CH:14]=1. The catalyst class is: 727. (4) Reactant: [OH:1][CH:2]([CH3:17])[CH2:3][N:4]1[C:12]2[CH:13]=[C:14]([OH:16])[CH:15]=[C:10]3[C:11]=2[C:6]([CH2:7][CH2:8][CH2:9]3)=[N:5]1.C([O-])([O-])=O.[K+].[K+].[CH2:24](Br)[C:25]1[CH:30]=[CH:29][CH:28]=[CH:27][CH:26]=1. Product: [CH2:24]([O:16][C:14]1[CH:15]=[C:10]2[CH2:9][CH2:8][CH2:7][C:6]3=[N:5][N:4]([CH2:3][CH:2]([OH:1])[CH3:17])[C:12]([CH:13]=1)=[C:11]23)[C:25]1[CH:30]=[CH:29][CH:28]=[CH:27][CH:26]=1. The catalyst class is: 8. (5) Reactant: [I-].[CH2:2]([N+:6]1[C:10]([CH3:11])=[C:9]([CH3:12])[S:8][C:7]=1[CH3:13])[CH2:3][CH2:4][CH3:5].[Cl:14][C:15]1[CH:16]=[CH:17][C:18]([O:24][CH3:25])=[C:19]([CH:23]=1)[C:20](Cl)=[O:21]. Product: [CH2:2]([N:6]1[C:10]([CH3:11])=[C:9]([CH3:12])[S:8]/[C:7]/1=[CH:13]\[C:20]([C:19]1[CH:23]=[C:15]([Cl:14])[CH:16]=[CH:17][C:18]=1[O:24][CH3:25])=[O:21])[CH2:3][CH2:4][CH3:5]. The catalyst class is: 172. (6) Reactant: [CH3:1][C:2]1[CH:7]=[CH:6][C:5]([N+:8]([O-:10])=[O:9])=[CH:4][C:3]=1[OH:11].C(=O)([O-])[O-].[Na+].[Na+].[CH2:18](Br)[C:19]1[CH:24]=[CH:23][CH:22]=[CH:21][CH:20]=1. Product: [CH2:18]([O:11][C:3]1[CH:4]=[C:5]([N+:8]([O-:10])=[O:9])[CH:6]=[CH:7][C:2]=1[CH3:1])[C:19]1[CH:24]=[CH:23][CH:22]=[CH:21][CH:20]=1. The catalyst class is: 21. (7) Reactant: C([O-])(=O)CC.[C:6]1([S+:12]([C:19]2[CH:24]=[CH:23][CH:22]=[CH:21][CH:20]=2)[C:13]2[CH:18]=[CH:17][CH:16]=[CH:15][CH:14]=2)[CH:11]=[CH:10][CH:9]=[CH:8][CH:7]=1.[C:25]1([CH3:36])[CH:30]=[CH:29][C:28]([S:31]([O:34]C)(=[O:33])=[O:32])=[CH:27][CH:26]=1. Product: [C:25]1([CH3:36])[CH:26]=[CH:27][C:28]([S:31]([O-:34])(=[O:32])=[O:33])=[CH:29][CH:30]=1.[C:19]1([S+:12]([C:6]2[CH:7]=[CH:8][CH:9]=[CH:10][CH:11]=2)[C:13]2[CH:18]=[CH:17][CH:16]=[CH:15][CH:14]=2)[CH:20]=[CH:21][CH:22]=[CH:23][CH:24]=1. The catalyst class is: 10.